From a dataset of Full USPTO retrosynthesis dataset with 1.9M reactions from patents (1976-2016). Predict the reactants needed to synthesize the given product. (1) Given the product [NH2:1][C:2]1[N:7]=[CH:6][N:5]=[C:4]2[N:8]([C:12]3[N:17]=[CH:16][C:15]([N:18]([CH3:27])[C:19](=[O:26])/[CH:20]=[CH:21]/[CH2:22][N:23]([CH3:25])[CH3:24])=[CH:14][CH:13]=3)[N:9]=[C:10]([C:14]3[CH:15]=[CH:16][C:28]([Cl:30])=[CH:12][CH:13]=3)[C:3]=12, predict the reactants needed to synthesize it. The reactants are: [NH2:1][C:2]1[N:7]=[CH:6][N:5]=[C:4]2[N:8]([C:12]3[N:17]=[CH:16][C:15]([N:18]([CH3:27])[C:19](=[O:26])/[CH:20]=[CH:21]/[CH2:22][N:23]([CH3:25])[CH3:24])=[CH:14][CH:13]=3)[N:9]=[C:10](I)[C:3]=12.[CH2:28]([Cl:30])Cl. (2) Given the product [C:13]([C:15]1[CH:22]=[CH:21][C:18]([CH2:19][NH:20][S:8]([C:5]2[CH:6]=[CH:7][C:2]([F:1])=[CH:3][CH:4]=2)(=[O:10])=[O:9])=[CH:17][CH:16]=1)#[N:14], predict the reactants needed to synthesize it. The reactants are: [F:1][C:2]1[CH:7]=[CH:6][C:5]([S:8](Cl)(=[O:10])=[O:9])=[CH:4][CH:3]=1.Cl.[C:13]([C:15]1[CH:22]=[CH:21][C:18]([CH2:19][NH2:20])=[CH:17][CH:16]=1)#[N:14].[Cl-].[Na+]. (3) Given the product [C:13]([O:12][C:10]([N:4]1[CH2:5][CH2:6][C@H:2]([OH:1])[C@H:3]1[C:7]([OH:9])=[O:8])=[O:11])([CH3:16])([CH3:15])[CH3:14], predict the reactants needed to synthesize it. The reactants are: [OH:1][C@H:2]1[CH2:6][CH2:5][NH:4][C@@H:3]1[C:7]([OH:9])=[O:8].[C:10](O[C:10]([O:12][C:13]([CH3:16])([CH3:15])[CH3:14])=[O:11])([O:12][C:13]([CH3:16])([CH3:15])[CH3:14])=[O:11].[OH-].[Na+].O. (4) Given the product [CH3:11][C:9]1[CH:8]=[CH:7][C:3]2[C:4](=[O:6])[N:13]=[C:12]([C:14]3[CH:19]=[CH:18][CH:17]=[CH:16][N:15]=3)[S:1][C:2]=2[CH:10]=1, predict the reactants needed to synthesize it. The reactants are: [SH:1][C:2]1[CH:10]=[C:9]([CH3:11])[CH:8]=[CH:7][C:3]=1[C:4]([OH:6])=O.[C:12]([C:14]1[CH:19]=[CH:18][CH:17]=[CH:16][N:15]=1)#[N:13]. (5) Given the product [Cl:7][C:8]1[CH:13]=[CH:12][C:11]([N+:14]([O-:16])=[O:15])=[C:10]([CH2:18][C:19]([O:21][CH2:22][CH3:23])=[O:20])[CH:9]=1, predict the reactants needed to synthesize it. The reactants are: CC(C)([O-])C.[K+].[Cl:7][C:8]1[CH:13]=[CH:12][C:11]([N+:14]([O-:16])=[O:15])=[CH:10][CH:9]=1.Cl[CH2:18][C:19]([O:21][CH2:22][CH3:23])=[O:20].Cl. (6) Given the product [Br:1][C:2]1[CH:3]=[C:4]([C:16]([O:19][CH3:20])([O:21][CH3:22])[CH3:30])[CH:5]=[C:6]([C:9]([F:10])([F:11])[F:12])[C:7]=1[O:26][CH3:23], predict the reactants needed to synthesize it. The reactants are: [Br:1][C:2]1[CH:3]=[C:4](C(=O)C)[CH:5]=[C:6]([C:9]([F:12])([F:11])[F:10])[C:7]=1O.[CH:16]([O:21][CH3:22])([O:19][CH3:20])OC.[C:23](=[O:26])([O-])[O-].[K+].[K+].I[CH3:30].